This data is from Reaction yield outcomes from USPTO patents with 853,638 reactions. The task is: Predict the reaction yield, written as a fraction of the theoretical maximum amount of product (1.0 means a 100% yield; for example, 0.34 means a 34% yield). (1) The catalyst is CCCCCCC.CCOC(C)=O. The reactants are [F:1][C:2]1[CH:17]=[CH:16][C:5]2[N:6]([CH2:11][C@H:12]([CH3:15])[CH2:13]O)[C:7](=[O:10])[CH2:8][O:9][C:4]=2[CH:3]=1.C1(P(C2C=CC=CC=2)C2C=CC=CC=2)C=CC=CC=1.N1C=CN=C1.[I:42]I. The yield is 0.890. The product is [F:1][C:2]1[CH:17]=[CH:16][C:5]2[N:6]([CH2:11][C@H:12]([CH3:15])[CH2:13][I:42])[C:7](=[O:10])[CH2:8][O:9][C:4]=2[CH:3]=1. (2) The reactants are [N+:1]([C:4]1[CH:5]=[C:6]([NH2:10])[CH:7]=[CH:8][CH:9]=1)([O-:3])=[O:2].[N:11]([O-])=O.[Na+].[Cl:15][Sn]Cl.O. The catalyst is O.Cl. The product is [ClH:15].[N+:1]([C:4]1[CH:5]=[C:6]([NH:10][NH2:11])[CH:7]=[CH:8][CH:9]=1)([O-:3])=[O:2]. The yield is 0.730. (3) The reactants are [C:1]([O:5][C:6]([NH:8][C@@H:9]([C@H:22]([CH2:30][CH3:31])[CH2:23][CH:24]([CH3:29])[CH2:25][CH2:26][CH:27]=[CH2:28])[C:10]([N:12]1[CH2:16][C@H:15]([OH:17])[CH2:14][C@H:13]1[C:18]([O:20]C)=[O:19])=[O:11])=[O:7])([CH3:4])([CH3:3])[CH3:2].[Li+].[OH-].CO. The catalyst is C1COCC1.O. The product is [C:1]([O:5][C:6]([NH:8][C@@H:9]([C@H:22]([CH2:30][CH3:31])[CH2:23][CH:24]([CH3:29])[CH2:25][CH2:26][CH:27]=[CH2:28])[C:10]([N:12]1[CH2:16][C@H:15]([OH:17])[CH2:14][C@H:13]1[C:18]([OH:20])=[O:19])=[O:11])=[O:7])([CH3:4])([CH3:3])[CH3:2]. The yield is 0.900. (4) The yield is 0.940. The reactants are [Si:1]([O:8][CH2:9][CH2:10][CH2:11][NH:12][C:13](=[O:22])[O:14][CH2:15][C:16]1[CH:21]=[CH:20][CH:19]=[CH:18][CH:17]=1)([C:4]([CH3:7])([CH3:6])[CH3:5])([CH3:3])[CH3:2].[H-].[Na+].I[CH3:26]. The product is [Si:1]([O:8][CH2:9][CH2:10][CH2:11][N:12]([CH3:26])[C:13](=[O:22])[O:14][CH2:15][C:16]1[CH:17]=[CH:18][CH:19]=[CH:20][CH:21]=1)([C:4]([CH3:6])([CH3:7])[CH3:5])([CH3:3])[CH3:2]. The catalyst is O1CCCC1. (5) No catalyst specified. The product is [C:20]([C:2]1[CH:7]=[CH:6][C:5]([C:8]([C:10]([C:12]2[CH:17]=[CH:16][C:15]([C:24]#[N:25])=[CH:14][CH:13]=2)=[O:11])=[O:9])=[CH:4][CH:3]=1)#[N:21]. The yield is 0.480. The reactants are Br[C:2]1[CH:7]=[CH:6][C:5]([C:8]([C:10]([C:12]2[CH:17]=[CH:16][C:15](Br)=[CH:14][CH:13]=2)=[O:11])=[O:9])=[CH:4][CH:3]=1.[Cu](C#N)[C:20]#[N:21].[CH3:24][N:25](C=O)C. (6) The reactants are [CH3:1][O:2][C:3](=[O:25])[CH2:4][C:5]1[CH:10]=[C:9]([Br:11])[C:8]([O:12][C:13]2[CH:18]=[CH:17][C:16]([O:19][CH3:20])=[C:15]([CH:21]([CH3:23])[CH3:22])[CH:14]=2)=[C:7]([Br:24])[CH:6]=1.[C:26]1([CH3:35])[CH:31]=[CH:30][CH:29]=[C:28]([C:32](Cl)=[O:33])[CH:27]=1. The catalyst is C(Cl)Cl.Cl[Ti](Cl)(Cl)Cl. The product is [CH3:1][O:2][C:3](=[O:25])[CH2:4][C:5]1[CH:10]=[C:9]([Br:11])[C:8]([O:12][C:13]2[CH:14]=[C:15]([CH:21]([CH3:23])[CH3:22])[C:16]([O:19][CH3:20])=[CH:17][C:18]=2[C:32](=[O:33])[C:28]2[CH:29]=[CH:30][CH:31]=[C:26]([CH3:35])[CH:27]=2)=[C:7]([Br:24])[CH:6]=1. The yield is 0.490. (7) The reactants are [NH:1]1[C:5]2=[CH:6][N:7]=[C:8]([CH2:10][OH:11])[CH:9]=[C:4]2[CH:3]=[N:2]1.CS(C)=O.CCN(CC)CC. The catalyst is C(Cl)Cl. The product is [NH:1]1[C:5]2=[CH:6][N:7]=[C:8]([CH:10]=[O:11])[CH:9]=[C:4]2[CH:3]=[N:2]1. The yield is 0.210.